From a dataset of Forward reaction prediction with 1.9M reactions from USPTO patents (1976-2016). Predict the product of the given reaction. (1) Given the reactants [Cl:1][C:2]1[C:3]([O:8][CH2:9][CH:10]2[CH2:13][C:12]([F:15])([F:14])[CH2:11]2)=[N:4][CH:5]=[CH:6][CH:7]=1.[CH3:16][C:17]1([CH3:33])[C:21]([CH3:23])([CH3:22])[O:20][B:19]([B:19]2[O:20][C:21]([CH3:23])([CH3:22])[C:17]([CH3:33])([CH3:16])[O:18]2)[O:18]1.CO, predict the reaction product. The product is: [Cl:1][C:2]1[C:3]([O:8][CH2:9][CH:10]2[CH2:13][C:12]([F:15])([F:14])[CH2:11]2)=[N:4][CH:5]=[C:6]([B:19]2[O:20][C:21]([CH3:23])([CH3:22])[C:17]([CH3:33])([CH3:16])[O:18]2)[CH:7]=1. (2) The product is: [F:23][C:4]1[CH:3]=[C:2]([B:27]2[O:28][C:29]([CH3:31])([CH3:30])[C:25]([CH3:41])([CH3:24])[O:26]2)[CH:7]=[CH:6][C:5]=1[C:8]([N:10]1[CH2:15][CH2:14][N:13]([C:16]([O:18][C:19]([CH3:22])([CH3:21])[CH3:20])=[O:17])[CH2:12][CH2:11]1)=[O:9]. Given the reactants Br[C:2]1[CH:7]=[CH:6][C:5]([C:8]([N:10]2[CH2:15][CH2:14][N:13]([C:16]([O:18][C:19]([CH3:22])([CH3:21])[CH3:20])=[O:17])[CH2:12][CH2:11]2)=[O:9])=[C:4]([F:23])[CH:3]=1.[CH3:24][C:25]1([CH3:41])[C:29]([CH3:31])([CH3:30])[O:28][B:27]([B:27]2[O:28][C:29]([CH3:31])([CH3:30])[C:25]([CH3:41])([CH3:24])[O:26]2)[O:26]1.CC([O-])=O.[K+].O, predict the reaction product.